This data is from Catalyst prediction with 721,799 reactions and 888 catalyst types from USPTO. The task is: Predict which catalyst facilitates the given reaction. (1) Reactant: [OH:1][CH2:2][CH:3]1[CH2:7][N:6]([C@@H:8]([CH2:12][CH3:13])[C:9]([NH2:11])=[O:10])[C:5](=[O:14])[CH2:4]1.[CH2:15](N(CC)CC)C.[CH3:22][S:23](Cl)(=[O:25])=[O:24].N([CH2:30][CH:31]1[CH2:35]N([C@@H](CC)C(N)=O)[C:33](=O)[CH2:32]1)=[N+]=[N-]. Product: [CH3:35][C:31]1[CH:30]=[CH:15][C:22]([S:23]([O:1][CH2:2][CH:3]2[CH2:4][C:5](=[O:14])[N:6]([C@H:8]([C:9]([NH2:11])=[O:10])[CH2:12][CH3:13])[CH2:7]2)(=[O:25])=[O:24])=[CH:33][CH:32]=1. The catalyst class is: 2. (2) Product: [C:41]([O:28][CH:23]([C:14]1[N:13]([CH3:29])[C:12](=[O:30])[C:11]2[N:7]([CH2:6][C:5]3[CH:35]=[CH:36][C:2]([F:1])=[CH:3][CH:4]=3)[C:8]3[CH2:34][CH2:33][O:32][CH2:31][C:9]=3[C:10]=2[C:15]=1[C:16]1[CH:21]=[CH:20][C:19]([CH3:22])=[CH:18][CH:17]=1)[C:24]([OH:26])=[O:25])([CH3:44])([CH3:43])[CH3:42]. The catalyst class is: 5. Reactant: [F:1][C:2]1[CH:36]=[CH:35][C:5]([CH2:6][N:7]2[C:11]3[C:12](=[O:30])[N:13]([CH3:29])[C:14]([CH:23]([OH:28])[C:24]([O:26]C)=[O:25])=[C:15]([C:16]4[CH:21]=[CH:20][C:19]([CH3:22])=[CH:18][CH:17]=4)[C:10]=3[C:9]3[CH2:31][O:32][CH2:33][CH2:34][C:8]2=3)=[CH:4][CH:3]=1.C(O[C:41]([CH3:44])([CH3:43])[CH3:42])(=O)C.Cl(O)(=O)(=O)=O.[Li+].[OH-].Cl. (3) Reactant: [C:1]([C:3]1[CH:8]=[CH:7][C:6]([C:9]([CH3:29])([CH2:15][C:16]2[S:17][C:18]3[CH:24]=[C:23]([O:25][CH3:26])[C:22]([O:27][CH3:28])=[CH:21][C:19]=3[CH:20]=2)[C:10]([O:12]CC)=[O:11])=[CH:5][CH:4]=1)#[N:2].[OH-].[Na+].O.Cl. Product: [C:1]([C:3]1[CH:4]=[CH:5][C:6]([C:9]([CH3:29])([CH2:15][C:16]2[S:17][C:18]3[CH:24]=[C:23]([O:25][CH3:26])[C:22]([O:27][CH3:28])=[CH:21][C:19]=3[CH:20]=2)[C:10]([OH:12])=[O:11])=[CH:7][CH:8]=1)#[N:2]. The catalyst class is: 8.